From a dataset of Reaction yield outcomes from USPTO patents with 853,638 reactions. Predict the reaction yield, written as a fraction of the theoretical maximum amount of product (1.0 means a 100% yield; for example, 0.34 means a 34% yield). (1) The reactants are [CH3:1][C:2]1([CH3:15])[O:7][C:6]2[CH:8]=[CH:9][C:10]([C:12]#[N:13])=[CH:11][C:5]=2[C:4](=[O:14])[O:3]1.C(O)(=O)C.N#N. The catalyst is CO.[Pd]. The product is [C:2]([OH:7])(=[O:3])[CH3:1].[NH2:13][CH2:12][C:10]1[CH:9]=[CH:8][C:6]2[O:7][C:2]([CH3:15])([CH3:1])[O:3][C:4](=[O:14])[C:5]=2[CH:11]=1. The yield is 0.380. (2) The reactants are [CH3:1][C:2]1[CH:10]=[C:9](C(O)=O)[C:8]([CH3:14])=[CH:7][C:3]=1[C:4](O)=[O:5].C[N:16](C(ON1N=NC2C=CC=NC1=2)=[N+](C)C)C.F[P-](F)(F)(F)(F)F.C(N(CC)C(C)C)(C)C.C[N:49]([CH:51]=[O:52])C. No catalyst specified. The product is [CH3:1][C:2]1[CH:10]=[C:9]([C:51]([NH2:49])=[O:52])[C:8]([CH3:14])=[CH:7][C:3]=1[C:4]([NH2:16])=[O:5]. The yield is 0.180.